Task: Predict which catalyst facilitates the given reaction.. Dataset: Catalyst prediction with 721,799 reactions and 888 catalyst types from USPTO (1) Product: [CH3:1][C:2]1[CH:6]=[C:5]([CH2:7][NH:8][CH2:22][C:23]2[N:27]([C:28]3[CH:29]=[CH:30][CH:31]=[CH:32][CH:33]=3)[N:26]=[C:25]([CH3:34])[CH:24]=2)[N:4]([C:9]2[CH:14]=[CH:13][CH:12]=[CH:11][CH:10]=2)[N:3]=1. The catalyst class is: 10. Reactant: [CH3:1][C:2]1[CH:6]=[C:5]([CH2:7][NH2:8])[N:4]([C:9]2[CH:14]=[CH:13][CH:12]=[CH:11][CH:10]=2)[N:3]=1.C(=O)([O-])[O-].[K+].[K+].Br[CH2:22][C:23]1[N:27]([C:28]2[CH:33]=[CH:32][CH:31]=[CH:30][CH:29]=2)[N:26]=[C:25]([CH3:34])[CH:24]=1.CC1C=C(CO)N(C2C=CC=CC=2)N=1. (2) The catalyst class is: 12. Product: [CH3:24][N:21]1[CH:20]=[CH:19][C:18]2[C:17]3[C:16](=[O:25])[NH:15][C:14](=[O:26])[C:13]=3[C:12]([C:10]([OH:11])=[O:9])=[CH:23][C:22]1=2. Reactant: Cl.C([O:9][C:10]([C:12]1[C:13]2[C:14](=[O:26])[NH:15][C:16](=[O:25])[C:17]=2[C:18]2[CH:19]=[CH:20][N:21]([CH3:24])[C:22]=2[CH:23]=1)=[O:11])C1C=CC=CC=1.O.